From a dataset of Reaction yield outcomes from USPTO patents with 853,638 reactions. Predict the reaction yield, written as a fraction of the theoretical maximum amount of product (1.0 means a 100% yield; for example, 0.34 means a 34% yield). The reactants are F[C:2]1[C:7]([F:8])=[CH:6][N:5]=[C:4]2[NH:9][CH:10]=[C:11]([NH:12][C:13](=[O:20])[C:14]3[CH:19]=[CH:18][CH:17]=[N:16][CH:15]=3)[C:3]=12.[CH3:21][C:22]1([NH:28]C(=O)OC(C)(C)C)[CH2:27][CH2:26][CH2:25][NH:24][CH2:23]1.CCN(C(C)C)C(C)C.C(O)(C(F)(F)F)=O.C(Cl)[Cl:53]. The catalyst is CCCCO. The product is [ClH:53].[NH2:28][C:22]1([CH3:21])[CH2:27][CH2:26][CH2:25][N:24]([C:2]2[C:7]([F:8])=[CH:6][N:5]=[C:4]3[NH:9][CH:10]=[C:11]([NH:12][C:13](=[O:20])[C:14]4[CH:19]=[CH:18][CH:17]=[N:16][CH:15]=4)[C:3]=23)[CH2:23]1. The yield is 0.560.